Task: Predict the reactants needed to synthesize the given product.. Dataset: Full USPTO retrosynthesis dataset with 1.9M reactions from patents (1976-2016) (1) The reactants are: C(=O)(OC)[O:2][C:3]1[CH:8]=[C:7]([NH2:9])[C:6]([C:10]([CH3:13])([CH3:12])[CH3:11])=[CH:5][C:4]=1[C:14]([CH3:22])([CH3:21])[CH2:15][O:16]C(OC)=O.[O:26]=[C:27]1[C:36]2[C:31](=[CH:32][CH:33]=[CH:34][CH:35]=2)[NH:30][CH:29]=[C:28]1[C:37](O)=[O:38].N1C=CC=CC=1.C(P1(=O)OP(CCC)(=O)OP(CCC)(=O)O1)CC.C[O-].[Na+]. Given the product [C:10]([C:6]1[CH:5]=[C:4]([C:14]([CH3:21])([CH3:22])[CH2:15][OH:16])[C:3]([OH:2])=[CH:8][C:7]=1[NH:9][C:37]([C:28]1[C:27](=[O:26])[C:36]2[C:31](=[CH:32][CH:33]=[CH:34][CH:35]=2)[NH:30][CH:29]=1)=[O:38])([CH3:11])([CH3:12])[CH3:13], predict the reactants needed to synthesize it. (2) Given the product [CH2:10]([NH:18][C:1](=[O:8])[C:2]1[CH:7]=[CH:6][CH:5]=[CH:4][CH:3]=1)[CH2:11][CH2:12][CH2:13][CH2:14][CH2:15][CH2:16][CH3:17], predict the reactants needed to synthesize it. The reactants are: [C:1](Cl)(=[O:8])[C:2]1[CH:7]=[CH:6][CH:5]=[CH:4][CH:3]=1.[CH2:10]([NH2:18])[CH2:11][CH2:12][CH2:13][CH2:14][CH2:15][CH2:16][CH3:17]. (3) Given the product [C:17]([O:15][CH:11]1[CH:12]([CH3:14])[CH2:13][N:8]([CH2:1][C:2]2[CH:3]=[CH:4][CH:5]=[CH:6][CH:7]=2)[CH2:9][CH:10]1[CH3:16])(=[O:19])[CH3:18], predict the reactants needed to synthesize it. The reactants are: [CH2:1]([N:8]1[CH2:13][CH:12]([CH3:14])[CH:11]([OH:15])[CH:10]([CH3:16])[CH2:9]1)[C:2]1[CH:7]=[CH:6][CH:5]=[CH:4][CH:3]=1.[C:17](OC(=O)C)(=[O:19])[CH3:18]. (4) Given the product [Cl:17][CH2:16][CH2:15][O:14][C:10]1[CH:11]=[C:12]2[C:7](=[CH:8][C:9]=1[O:18][CH3:19])[NH:6][C:5]([C:3]([OH:4])=[O:2])=[CH:13]2, predict the reactants needed to synthesize it. The reactants are: C[O:2][C:3]([C:5]1[NH:6][C:7]2[C:12]([CH:13]=1)=[CH:11][C:10]([O:14][CH2:15][CH2:16][Cl:17])=[C:9]([O:18][CH3:19])[CH:8]=2)=[O:4].C([O-])([O-])=O.[Cs+].[Cs+].CCO. (5) The reactants are: CC[CH:3]([C:6]1[S:7][CH:8]=[C:9]([C:11]([O:13]CC)=[O:12])[N:10]=1)[CH2:4][CH3:5].[CH3:16]C(C)CC(Cl)=O. Given the product [CH2:3]([C:6]1[S:7][CH:8]=[C:9]([C:11]([OH:13])=[O:12])[N:10]=1)[CH:4]([CH3:5])[CH3:16], predict the reactants needed to synthesize it.